This data is from Catalyst prediction with 721,799 reactions and 888 catalyst types from USPTO. The task is: Predict which catalyst facilitates the given reaction. (1) Reactant: [Br:1][C:2]1[CH:3]=[CH:4][C:5]([O:19][CH3:20])=[C:6](/[CH:8]=[CH:9]/[C:10]([C:12]2[CH:17]=[CH:16][CH:15]=[CH:14][C:13]=2[OH:18])=[O:11])[CH:7]=1.C([O-])(=O)C.[Na+].CCCCCC.C(Cl)(Cl)Cl. Product: [Br:1][C:2]1[CH:3]=[CH:4][C:5]([O:19][CH3:20])=[C:6]([CH:8]2[CH2:9][C:10](=[O:11])[C:12]3[C:13](=[CH:14][CH:15]=[CH:16][CH:17]=3)[O:18]2)[CH:7]=1. The catalyst class is: 51. (2) Reactant: Br[C:2]1[CH:3]=[CH:4][C:5]([F:20])=[C:6]([C:8]2([CH:17]([F:19])[F:18])[NH:13][C:12](=[O:14])[C:11]([CH3:16])([CH3:15])[O:10][CH2:9]2)[CH:7]=1.C([O-])(=O)C.[Na+].C1COCC1.[H][H]. Product: [F:19][CH:17]([F:18])[C:8]1([C:6]2[CH:7]=[CH:2][CH:3]=[CH:4][C:5]=2[F:20])[NH:13][C:12](=[O:14])[C:11]([CH3:16])([CH3:15])[O:10][CH2:9]1. The catalyst class is: 19. (3) Reactant: Cl[C:2]1[CH:7]=[C:6]([Cl:8])[N:5]=[CH:4][N:3]=1.C(=O)([O-])[O-].[K+].[K+].Cl.[CH3:16][C@H:17]1[CH2:23][CH2:22][CH2:21][C@@H:20]([CH3:24])[CH2:19][NH:18]1.[Cl-].[NH4+]. Product: [Cl:8][C:6]1[N:5]=[CH:4][N:3]=[C:2]([N:18]2[CH2:19][C@H:20]([CH3:24])[CH2:21][CH2:22][CH2:23][C@@H:17]2[CH3:16])[CH:7]=1. The catalyst class is: 10. (4) Reactant: P(Cl)(Cl)Cl.[Cl:5][C:6]1[CH:11]=[CH:10][C:9]([CH:12]([C:29]2[CH:34]=[CH:33][C:32]([Cl:35])=[CH:31][CH:30]=2)[N:13]2[CH2:16][CH:15]([N:17]([CH2:21][C:22]3[CH:23]=[N+:24]([O-])[CH:25]=[CH:26][CH:27]=3)[SH:18](=[O:20])=[O:19])[CH2:14]2)=[CH:8][CH:7]=1.Cl. The catalyst class is: 22. Product: [Cl:35][C:32]1[CH:33]=[CH:34][C:29]([CH:12]([C:9]2[CH:8]=[CH:7][C:6]([Cl:5])=[CH:11][CH:10]=2)[N:13]2[CH2:14][CH:15]([N:17]([CH2:21][C:22]3[CH:23]=[N:24][CH:25]=[CH:26][CH:27]=3)[SH:18](=[O:19])=[O:20])[CH2:16]2)=[CH:30][CH:31]=1. (5) Reactant: [CH3:1][O:2][C:3]1[CH:4]=[C:5]([C:13]2[CH:18]=[C:17]([CH2:19][N:20]3[CH2:25][CH2:24][C:23](=O)[CH2:22][CH2:21]3)[CH:16]=[CH:15][N:14]=2)[CH:6]=[C:7]([O:11][CH3:12])[C:8]=1[O:9][CH3:10].[CH3:27][O:28][C:29]1[CH:34]=[CH:33][C:32]([NH2:35])=[CH:31][CH:30]=1. Product: [CH3:27][O:28][C:29]1[CH:34]=[CH:33][C:32]([NH:35][CH:23]2[CH2:24][CH2:25][N:20]([CH2:19][C:17]3[CH:16]=[CH:15][N:14]=[C:13]([C:5]4[CH:4]=[C:3]([O:2][CH3:1])[C:8]([O:9][CH3:10])=[C:7]([O:11][CH3:12])[CH:6]=4)[CH:18]=3)[CH2:21][CH2:22]2)=[CH:31][CH:30]=1. The catalyst class is: 11. (6) Reactant: [C:1]([O:5][C:6]([NH:8][C@@H:9]([CH2:14][CH2:15][C:16](=[O:23])[C:17]#[C:18][Si:19]([CH3:22])([CH3:21])[CH3:20])[C:10]([O:12][CH3:13])=[O:11])=[O:7])([CH3:4])([CH3:3])[CH3:2]. Product: [CH3:13][O:12][C:10](=[O:11])[C@@H:9]([NH:8][C:6]([O:5][C:1]([CH3:3])([CH3:2])[CH3:4])=[O:7])[CH2:14][CH2:15][C@H:16]([OH:23])[C:17]#[C:18][Si:19]([CH3:22])([CH3:20])[CH3:21]. The catalyst class is: 32. (7) Reactant: FC(F)(F)C(O)=O.[CH3:8][O:9][C:10]([C@@H:12]1[N:17]([C:18](=[O:26])[C:19]2[CH:24]=[CH:23][C:22]([Cl:25])=[CH:21][CH:20]=2)[CH2:16][CH2:15][N:14](C(OC(C)(C)C)=O)[CH2:13]1)=[O:11].[C:34]([O:38][C:39]([NH:41][C@@H:42]([CH:46]([CH3:48])[CH3:47])[C:43](O)=[O:44])=[O:40])([CH3:37])([CH3:36])[CH3:35].CCN(C(C)C)C(C)C.CN(C(ON1N=NC2C=CC=CC1=2)=[N+](C)C)C.F[P-](F)(F)(F)(F)F. Product: [CH3:8][O:9][C:10]([C@H:12]1[CH2:13][N:14]([C:43](=[O:44])[C@@H:42]([NH:41][C:39]([O:38][C:34]([CH3:35])([CH3:37])[CH3:36])=[O:40])[CH:46]([CH3:48])[CH3:47])[CH2:15][CH2:16][N:17]1[C:18](=[O:26])[C:19]1[CH:24]=[CH:23][C:22]([Cl:25])=[CH:21][CH:20]=1)=[O:11]. The catalyst class is: 31.